This data is from Reaction yield outcomes from USPTO patents with 853,638 reactions. The task is: Predict the reaction yield, written as a fraction of the theoretical maximum amount of product (1.0 means a 100% yield; for example, 0.34 means a 34% yield). The reactants are Br[C:2]1[C:7](=[O:8])[N:6]([CH2:9][C:10]2[CH:15]=[CH:14][C:13]([C:16]3[C:17]([C:22]#[N:23])=[CH:18][CH:19]=[CH:20][CH:21]=3)=[CH:12][CH:11]=2)[C:5]([O:24][CH2:25][CH3:26])=[N:4][C:3]=1[CH3:27].[CH3:28][CH:29]1[CH2:33][C:32]2[CH:34]=[C:35](B(O)O)[CH:36]=[CH:37][C:31]=2[O:30]1.C(=O)([O-])[O-].[Cs+].[Cs+]. The catalyst is O1CCOCC1.C(OCC)(=O)C.C1C=CC(P(C2C=CC=CC=2)[C-]2C=CC=C2)=CC=1.C1C=CC(P(C2C=CC=CC=2)[C-]2C=CC=C2)=CC=1.Cl[Pd]Cl.[Fe+2]. The product is [CH2:25]([O:24][C:5]1[N:6]([CH2:9][C:10]2[CH:15]=[CH:14][C:13]([C:16]3[C:17]([C:22]#[N:23])=[CH:18][CH:19]=[CH:20][CH:21]=3)=[CH:12][CH:11]=2)[C:7](=[O:8])[C:2]([C:35]2[CH:36]=[CH:37][C:31]3[O:30][CH:29]([CH3:28])[CH2:33][C:32]=3[CH:34]=2)=[C:3]([CH3:27])[N:4]=1)[CH3:26]. The yield is 0.680.